Predict the product of the given reaction. From a dataset of Forward reaction prediction with 1.9M reactions from USPTO patents (1976-2016). (1) The product is: [O:14]1[CH:18]=[CH:17][CH:16]=[C:15]1[C:2]1[CH:3]=[C:4]2[C:9](=[CH:10][CH:11]=1)[NH:8][C:7](=[O:12])[NH:6][C:5]2=[O:13]. Given the reactants Br[C:2]1[CH:3]=[C:4]2[C:9](=[CH:10][CH:11]=1)[NH:8][C:7](=[O:12])[NH:6][C:5]2=[O:13].[O:14]1[CH:18]=[CH:17][CH:16]=[C:15]1B(O)O.P([O-])([O-])([O-])=O.[K+].[K+].[K+].O, predict the reaction product. (2) Given the reactants [NH2:1][C:2]1[N:7]=[C:6]([O:8][CH3:9])[C:5]([C:10]2[N:14]([CH:15]([CH3:17])[CH3:16])[C:13]3[CH:18]([C:39]4[CH:46]=[CH:45][C:42]([C:43]#[N:44])=[CH:41][CH:40]=4)[N:19]([C:22]4[C:23](=[O:38])[N:24](CC5C=CC(OC)=CC=5)[CH:25]=[C:26]([Cl:28])[CH:27]=4)[C:20](=[O:21])[C:12]=3[CH:11]=2)=[CH:4][N:3]=1, predict the reaction product. The product is: [NH2:1][C:2]1[N:7]=[C:6]([O:8][CH3:9])[C:5]([C:10]2[N:14]([CH:15]([CH3:17])[CH3:16])[C:13]3[CH:18]([C:39]4[CH:40]=[CH:41][C:42]([C:43]#[N:44])=[CH:45][CH:46]=4)[N:19]([C:22]4[C:23](=[O:38])[NH:24][CH:25]=[C:26]([Cl:28])[CH:27]=4)[C:20](=[O:21])[C:12]=3[CH:11]=2)=[CH:4][N:3]=1.